From a dataset of Forward reaction prediction with 1.9M reactions from USPTO patents (1976-2016). Predict the product of the given reaction. (1) Given the reactants [H-].[Na+].[CH2:3]([OH:10])[C:4]1[CH:9]=[CH:8][CH:7]=[CH:6][CH:5]=1.[CH:11]1([NH:17][C:18]2[CH:27]=[C:26]3[C:21]([C:22](=[O:42])[N:23]([CH2:34]/[CH:35]=[CH:36]/[C:37]([O:39]CC)=[O:38])[C:24](=[O:33])[N:25]3[CH:28]3[CH2:32][CH2:31][CH2:30][CH2:29]3)=[CH:20][C:19]=2[F:43])[CH2:16][CH2:15][CH2:14][CH2:13][CH2:12]1.Cl.[OH-].[Na+], predict the reaction product. The product is: [CH2:3]([O:10][CH:35]([CH2:34][N:23]1[C:22](=[O:42])[C:21]2[C:26](=[CH:27][C:18]([NH:17][CH:11]3[CH2:16][CH2:15][CH2:14][CH2:13][CH2:12]3)=[C:19]([F:43])[CH:20]=2)[N:25]([CH:28]2[CH2:32][CH2:31][CH2:30][CH2:29]2)[C:24]1=[O:33])[CH2:36][C:37]([OH:39])=[O:38])[C:4]1[CH:9]=[CH:8][CH:7]=[CH:6][CH:5]=1. (2) Given the reactants [C:1]1([CH:7]2[CH2:12][CH2:11][NH:10][CH2:9][CH2:8]2)[CH:6]=[CH:5][CH:4]=[CH:3][CH:2]=1.[C:13]([O:17][C:18]([N:20]1[CH2:24][CH2:23][C:22](=O)[CH2:21]1)=[O:19])([CH3:16])([CH3:15])[CH3:14].[BH-](OC(C)=O)(OC(C)=O)OC(C)=O.[Na+], predict the reaction product. The product is: [C:13]([O:17][C:18]([N:20]1[CH2:24][CH2:23][CH:22]([N:10]2[CH2:9][CH2:8][CH:7]([C:1]3[CH:6]=[CH:5][CH:4]=[CH:3][CH:2]=3)[CH2:12][CH2:11]2)[CH2:21]1)=[O:19])([CH3:16])([CH3:14])[CH3:15].